The task is: Predict the reactants needed to synthesize the given product.. This data is from Full USPTO retrosynthesis dataset with 1.9M reactions from patents (1976-2016). (1) Given the product [F:37][C:23]([F:22])([F:36])[C:24]([CH2:1][C:2]1[NH:3][C:4]2[C:9]([CH:10]=1)=[CH:8][CH:7]=[CH:6][CH:5]=2)([OH:35])[CH2:25][C:26]([CH3:27])([C:28]1[CH:33]=[CH:32][CH:31]=[CH:30][N:29]=1)[CH3:34], predict the reactants needed to synthesize it. The reactants are: [CH3:1][C:2]1[NH:3][C:4]2[C:9]([CH:10]=1)=[CH:8][CH:7]=[CH:6][CH:5]=2.C([Li])CCC.CC(C)([O-])C.[K+].[F:22][C:23]([F:37])([F:36])[C:24](=[O:35])[CH2:25][C:26]([CH3:34])([C:28]1[CH:33]=[CH:32][CH:31]=[CH:30][N:29]=1)[CH3:27]. (2) Given the product [C:8]([O:12][C:13]([N:15]1[CH2:16][CH2:17][CH:18]([N:21]2[C:28]3=[N:27][CH:26]=[N:25][C:24]([Cl:23])=[C:29]3[CH:30]=[N:22]2)[CH2:19][CH2:20]1)=[O:14])([CH3:11])([CH3:9])[CH3:10], predict the reactants needed to synthesize it. The reactants are: C(N(CC)CC)C.[C:8]([O:12][C:13]([N:15]1[CH2:20][CH2:19][CH:18]([NH:21][NH2:22])[CH2:17][CH2:16]1)=[O:14])([CH3:11])([CH3:10])[CH3:9].[Cl:23][C:24]1[C:29]([CH:30]=O)=[C:28](Cl)[N:27]=[CH:26][N:25]=1. (3) Given the product [Cl:1][C:2]1[N:6]2[CH:7]=[C:8]([C:36]3[O:40][CH:62]=[CH:61][CH:63]=3)[CH:9]=[C:10]([C:11]([F:13])([F:12])[F:14])[C:5]2=[N:4][C:3]=1[C:20]1[O:22][N:26]=[C:25]([C:27]2[CH:32]=[CH:31][CH:30]=[CH:29][CH:28]=2)[N:24]=1, predict the reactants needed to synthesize it. The reactants are: [Cl:1][C:2]1[N:6]2[CH:7]=[C:8](C3C=COC=3)[CH:9]=[C:10]([C:11]([F:14])([F:13])[F:12])[C:5]2=[N:4][C:3]=1[C:20]([OH:22])=O.O[N:24]=[C:25]([C:27]1[CH:32]=[CH:31][CH:30]=[CH:29][CH:28]=1)[NH2:26].CN([C:36]([O:40]N1N=NC2C=CC=NC1=2)=[N+](C)C)C.F[P-](F)(F)(F)(F)F.C(N(CC)[CH:61]([CH3:63])[CH3:62])(C)C. (4) Given the product [F:37][C:38]1[CH:46]=[CH:45][CH:44]=[C:43]([O:47][CH3:48])[C:39]=1[C:40]([N:12]([CH3:23])[C:11]1[C:7]([C:5]2[NH:6][C:2]([CH3:1])=[C:3]([C:19]([F:22])([F:20])[F:21])[N:4]=2)=[N:8][N:9]([CH:13]2[CH2:18][CH2:17][CH2:16][CH2:15][O:14]2)[CH:10]=1)=[O:41], predict the reactants needed to synthesize it. The reactants are: [CH3:1][C:2]1[NH:6][C:5]([C:7]2[C:11]([NH2:12])=[CH:10][N:9]([CH:13]3[CH2:18][CH2:17][CH2:16][CH2:15][O:14]3)[N:8]=2)=[N:4][C:3]=1[C:19]([F:22])([F:21])[F:20].[CH2:23](Cl)CCl.C1C=CC2N(O)N=NC=2C=1.[F:37][C:38]1[CH:46]=[CH:45][CH:44]=[C:43]([O:47][CH3:48])[C:39]=1[C:40](O)=[O:41]. (5) The reactants are: [CH2:1]([O:3][C:4]([C:6]1[N:7]=[C:8]2[CH:13]=[CH:12][C:11]([N:14]3[CH2:19][CH2:18][NH:17][CH2:16][CH2:15]3)=[N:10][N:9]2[CH:20]=1)=[O:5])[CH3:2].C(N(C(C)C)CC)(C)C.[F:30][C:31]1[CH:32]=[CH:33][C:34]([C:40]([F:43])([F:42])[F:41])=[C:35]([CH:39]=1)[C:36](Cl)=[O:37]. Given the product [CH2:1]([O:3][C:4]([C:6]1[N:7]=[C:8]2[CH:13]=[CH:12][C:11]([N:14]3[CH2:19][CH2:18][N:17]([C:36](=[O:37])[C:35]4[CH:39]=[C:31]([F:30])[CH:32]=[CH:33][C:34]=4[C:40]([F:43])([F:41])[F:42])[CH2:16][CH2:15]3)=[N:10][N:9]2[CH:20]=1)=[O:5])[CH3:2], predict the reactants needed to synthesize it. (6) Given the product [CH3:13][O:14][C:15]1[CH:20]=[CH:19][C:18]([C:21]2[N:26]=[C:25]([C:27]([NH:56][S:53]([CH3:52])(=[O:55])=[O:54])=[O:28])[CH:24]=[C:23]([CH3:30])[CH:22]=2)=[C:17]([CH3:31])[C:16]=1[CH:32]1[C:33]2[C:34](=[O:51])[CH2:35][C:36]([CH3:49])([CH3:50])[CH2:37][C:38]=2[O:39][C:40]2[CH2:41][C:42]([CH3:48])([CH3:47])[CH2:43][C:44](=[O:46])[C:45]1=2, predict the reactants needed to synthesize it. The reactants are: C(N1C=CN=C1)(N1C=CN=C1)=O.[CH3:13][O:14][C:15]1[CH:20]=[CH:19][C:18]([C:21]2[N:26]=[C:25]([C:27](O)=[O:28])[CH:24]=[C:23]([CH3:30])[CH:22]=2)=[C:17]([CH3:31])[C:16]=1[CH:32]1[C:45]2[C:44](=[O:46])[CH2:43][C:42]([CH3:48])([CH3:47])[CH2:41][C:40]=2[O:39][C:38]2[CH2:37][C:36]([CH3:50])([CH3:49])[CH2:35][C:34](=[O:51])[C:33]1=2.[CH3:52][S:53]([NH2:56])(=[O:55])=[O:54].N12CCCN=C1CCCCC2.C(O)(=O)CC(CC(O)=O)(C(O)=O)O. (7) Given the product [C:27]1([C:30]2[CH:31]=[CH:32][CH:33]=[CH:34][CH:35]=2)[CH:26]=[CH:25][C:24]([O:23][CH2:22][C:19]2[O:18][C:17]([C:15]([N:10]3[CH2:11][CH2:12][CH2:13][CH2:14][CH:9]3[C:7]([OH:8])=[O:6])=[O:16])=[CH:21][CH:20]=2)=[CH:29][CH:28]=1, predict the reactants needed to synthesize it. The reactants are: O.[OH-].[Li+].C([O:6][C:7]([CH:9]1[CH2:14][CH2:13][CH2:12][CH2:11][N:10]1[C:15]([C:17]1[O:18][C:19]([CH2:22][O:23][C:24]2[CH:29]=[CH:28][C:27]([C:30]3[CH:35]=[CH:34][CH:33]=[CH:32][CH:31]=3)=[CH:26][CH:25]=2)=[CH:20][CH:21]=1)=[O:16])=[O:8])C. (8) The reactants are: C([NH:8][C:9]1[CH:10]=[C:11]([CH:23]=[CH:24][C:25]=1[F:26])[CH2:12][C:13]1([C:16]([O:18][C:19]([CH3:22])([CH3:21])[CH3:20])=[O:17])[CH2:15][CH2:14]1)C1C=CC=CC=1. Given the product [NH2:8][C:9]1[CH:10]=[C:11]([CH:23]=[CH:24][C:25]=1[F:26])[CH2:12][C:13]1([C:16]([O:18][C:19]([CH3:22])([CH3:21])[CH3:20])=[O:17])[CH2:14][CH2:15]1, predict the reactants needed to synthesize it.